The task is: Predict the reaction yield, written as a fraction of the theoretical maximum amount of product (1.0 means a 100% yield; for example, 0.34 means a 34% yield).. This data is from Reaction yield outcomes from USPTO patents with 853,638 reactions. (1) The reactants are [NH:1]1[C:9]2[C:4](=[CH:5][C:6]([OH:10])=[CH:7][CH:8]=2)[CH:3]=[N:2]1.N1C=CN=C1.[C:16]([Si:20](Cl)([CH3:22])[CH3:21])([CH3:19])([CH3:18])[CH3:17]. The catalyst is CN(C)C=O. The product is [Si:20]([O:10][C:6]1[CH:5]=[C:4]2[C:9](=[CH:8][CH:7]=1)[NH:1][N:2]=[CH:3]2)([C:16]([CH3:19])([CH3:18])[CH3:17])([CH3:22])[CH3:21]. The yield is 0.970. (2) The reactants are C([O:4][C@H:5]1[CH2:24][CH2:23][C@@:22]2([CH3:25])[C:7](=[CH:8][CH2:9][C@@H:10]3[C@@H:21]2[CH2:20][CH2:19][C@@:18]2([CH3:26])[C@H:11]3[CH2:12][CH2:13][C@@H:14]2[CH:15]([OH:17])[CH3:16])[CH2:6]1)(=O)C. The catalyst is C1CCCCC1.CCOC(C)=O. The product is [CH3:16][CH:15]([OH:17])[C@@H:14]1[C@:18]2([CH3:26])[C@H:11]([C@H:10]3[C@H:21]([CH2:20][CH2:19]2)[C@:22]2([CH3:25])[C:7]([CH2:6][C@@H:5]([OH:4])[CH2:24][CH2:23]2)=[CH:8][CH2:9]3)[CH2:12][CH2:13]1. The yield is 0.960. (3) The reactants are C(O[B:5]1[O:9][C:8]([CH3:11])([CH3:10])[C:7]([CH3:13])([CH3:12])[O:6]1)(C)C.C([Li])CCC.[F:19][C:20]1[CH:21]=[C:22]([CH:30]=[C:31]([F:33])[CH:32]=1)[O:23][CH:24]1[CH2:29][CH2:28][O:27][CH2:26][CH2:25]1. No catalyst specified. The product is [F:33][C:31]1[CH:30]=[C:22]([O:23][CH:24]2[CH2:25][CH2:26][O:27][CH2:28][CH2:29]2)[CH:21]=[C:20]([F:19])[C:32]=1[B:5]1[O:6][C:7]([CH3:12])([CH3:13])[C:8]([CH3:10])([CH3:11])[O:9]1. The yield is 0.330. (4) The reactants are [CH3:1][N:2]([S:15]([C:18]1[S:19][CH:20]=[CH:21][CH:22]=1)(=[O:17])=[O:16])[C:3]1[CH:4]=[CH:5][CH:6]=[C:7]2[C:11]=1[NH:10][C:9]([C:12]([OH:14])=O)=[CH:8]2.[N:23]1(O)C2C=CC=CC=2N=N1.Cl.CN(C)CCCN=C=NCC.N.C(O)(=O)CC(CC(O)=O)(C(O)=O)O. The catalyst is O.CN(C)C=O. The product is [CH3:1][N:2]([S:15]([C:18]1[S:19][CH:20]=[CH:21][CH:22]=1)(=[O:17])=[O:16])[C:3]1[CH:4]=[CH:5][CH:6]=[C:7]2[C:11]=1[NH:10][C:9]([C:12]([NH2:23])=[O:14])=[CH:8]2. The yield is 0.670.